From a dataset of Forward reaction prediction with 1.9M reactions from USPTO patents (1976-2016). Predict the product of the given reaction. Given the reactants C(O)(C(F)(F)F)=O.[CH2:8]([O:44][CH:45]1[C@H:49]2[C@H:50](OC3CCCCO3)[N:51](C(OC(C)(C)C)=O)[C:52]3[CH:59]=[C:58]([O:60][CH3:61])[CH:57]=[CH:56][C:53]=3[C:54](=[O:55])[N:48]2[CH2:47][CH2:46]1)[CH2:9][CH2:10][CH2:11][O:12][CH:13]1[C@H:17]2[C@H:18](OC3CCCCO3)[N:19](C(OC(C)(C)C)=O)[C:20]3[CH:27]=[C:26]([O:28][CH3:29])[CH:25]=[CH:24][C:21]=3[C:22](=[O:23])[N:16]2[CH2:15][CH2:14]1.C([O-])(O)=O.[Na+], predict the reaction product. The product is: [CH2:8]([O:44][CH:45]1[C@@H:49]2[CH:50]=[N:51][C:52]3[CH:59]=[C:58]([O:60][CH3:61])[CH:57]=[CH:56][C:53]=3[C:54](=[O:55])[N:48]2[CH2:47][CH2:46]1)[CH2:9][CH2:10][CH2:11][O:12][CH:13]1[C@@H:17]2[CH:18]=[N:19][C:20]3[CH:27]=[C:26]([O:28][CH3:29])[CH:25]=[CH:24][C:21]=3[C:22](=[O:23])[N:16]2[CH2:15][CH2:14]1.